From a dataset of Experimentally validated miRNA-target interactions with 360,000+ pairs, plus equal number of negative samples. Binary Classification. Given a miRNA mature sequence and a target amino acid sequence, predict their likelihood of interaction. (1) The miRNA is mmu-miR-3102-3p with sequence GAGCACCCCAUUGGCUACCCACA. The protein sequence of the target gene is MSMNSSKQPVSPAAGLIANTTCQTENRLSVFFSIIFMTVGILSNSLAIAILMKAYQRFRQKSKASFLLLASGLVITDFFGHLINGGIAVFVYASDKDWIRFDQSNILCSIFGISMVFSGLCPLFLGSAMAIERCIGVTNPIFHSTKITSKHVKMILSGVCMFAVFVAVLPILGHRDYQIQASRTWCFYNTEHIEDWEDRFYLLFFSFLGLLALGVSFSCNAVTGVTLLRVKFRSQQHRQGRSHHLEMIIQLLAIMCVSCVCWSPFLVTMANIAINGNNSPVTCETTLFALRMATWNQILD.... Result: 1 (interaction). (2) The miRNA is mmu-miR-686 with sequence AUUGCUUCCCAGACGGUGAAGA. The protein sequence of the target gene is METPSQRRATRSGAQASSTPLSPTRITRLQEKEDLQELNDRLAVYIDRVRSLETENAGLRLRITESEEVVSREVSGIKAAYEAELGDARKTLDSVAKERARLQLELSKVREEFKELKARNTKKEGDLLAAQARLKDLEALLNSKEAALSTALSEKRTLEGELHDLRGQVAKLEAALGEAKKQLQDEMLRRVDAENRLQTLKEELDFQKNIYSEELRETKRRHETRLVEIDNGKQREFESRLADALQELRAQHEDQVEQYKKELEKTYSAKLDNARQSAERNSNLVGAAHEELQQSRIRID.... Result: 1 (interaction). (3) The miRNA is hsa-miR-4798-3p with sequence AACUCACGAAGUAUACCGAAGU. The protein sequence of the target gene is MAAQRRSLLQSEQQPSWTDDLPLCHLSGVGSASNRSYSADGKGTESHPPEDSWLKFRSENNCFLYGVFNGYDGNRVTNFVAQRLSAELLLGQLNAEHAEADVRRVLLQAFDVVERSFLESIDDALAEKASLQSQLPEGVPQHQLPPQYQKILERLKTLEREISGGAMAVVAVLLNNKLYVANVGTNRALLCKSTVDGLQVTQLNVDHTTENEDELFRLSQLGLDAGKIKQVGIICGQESTRRIGDYKVKYGYTDIDLLSAAKSKPIIAEPEIHGAQPLDGVTGFLVLMSEGLYKALEAAH.... Result: 1 (interaction). (4) Result: 1 (interaction). The miRNA is hsa-miR-550b-2-5p with sequence AUGUGCCUGAGGGAGUAAGACA. The protein sequence of the target gene is MSVTKSTEGPQGAVAIKLDLMSPPESAKKLENKDSTFLDESPSESAGLKKTKGITVFQALIHLVKGNMGTGILGLPLAVKNAGILMGPLSLLVMGFIACHCMHILVKCAQRFCKRLNKPFMDYGDTVMHGLEANPNAWLQNHAHWGRHIVSFFLIITQLGFCCVYIVFLADNLKQVVEAVNSTTNNCYSNETVILTPTMDSRLYMLSFLPFLVLLVLIRNLRILTIFSMLANISMLVSLVIIIQYITQEIPDPSRLPLVASWKTYPLFFGTAIFSFESIGVVLPLENKMKNARHFPAILS.... (5) The miRNA is hsa-miR-512-5p with sequence CACUCAGCCUUGAGGGCACUUUC. The protein sequence of the target gene is MESADFYEVEPRPPMSSHLQSPPHAPSNAAFGFPRGAGPAPPPAPPAAPEPLGGICEHETSIDISAYIDPAAFNDEFLADLFQHSRQQEKAKAAAGPAGGGGDFDYPGAPAGPGGAVMSAGAHGPPPGYGCAAAGYLDGRLEPLYERVGAPALRPLVIKQEPREEDEAKQLALAGLFPYQPPPPPPPPHPHASPAHLAAPHLQFQIAHCGQTTMHLQPGHPTPPPTPVPSPHAAPALGAAGLPGPGSALKGLAGAHPDLRTGGGGGGSGAGAGKAKKSVDKNSNEYRVRRERNNIAVRKS.... Result: 0 (no interaction). (6) The miRNA is hsa-miR-548am-3p with sequence CAAAAACUGCAGUUACUUUUGU. The protein sequence of the target gene is MPGARDALCHQALQLLAELCARGALEHDSCQDFIYHLRDRARPRLRDPDISVSLLTLVVTACGLALFGVSLFVSWKLCWVPWRERGLFSGSKDNNQEPLNYTDTETNEQENSEDFLDPPTPCPDSSMKISHTSPDIPLSTQPGGQENCAHAVRVQRQVTEPTPSARHNSIRRQLNLSNPDFNIQQLQRQEQLTGIGRIKPELYKQRSLDNDDGRRSNSKACGKLNFILKYDCDLEQLIVKIHKAVNLPAKDFSGTSDPYVKIYLLPDRKTKHQTKVHRKTLNPVFDEVFLFPVHYNDLEA.... Result: 0 (no interaction). (7) The miRNA is cel-miR-236-3p with sequence UAAUACUGUCAGGUAAUGACGCU. The protein sequence of the target gene is MTRLIRSKKQFLIRSLHSVFYYLGSLLHSTFEMNVFIGLLLATVVASQSSEGRDESYTYKQLCIVDDKPQVLDGFDCRNQVAVARWQNAVNTTGWTFLEVETKENYCPQLQAYSAGYLEGLLSKTVLTYHLKNAQEDYCKNFTGYCSRLSDFLTENQKWIQSSLETVAPDDLYWGAVNRTYHQVSGLIDAYEGREFKPRITYELHPILYLNLNGDFYDLEKKLNKTRDPAFEQTGGKCSGLIKVAPGNADLFISQVTMSGFQNMLRVIKLYKFGYDRQFYPGYASSFSSYPGLLYSSDDF.... Result: 1 (interaction). (8) The miRNA is hsa-miR-4444 with sequence CUCGAGUUGGAAGAGGCG. The protein sequence of the target gene is MIPVTEFRQFSEQQPAFRVLKPWWDVFTDYLSVAMLMIGVFGCTLQVMQDKIICLPKRVQPAQNHSSLSNVSQAVASTTPLPPPKPSPANPITVEMKGLKTDLDLQQYSFINQMCYERALHWYAKYFPYLVLIHTLVFMLCSNFWFKFPGSSSKIEHFISILGKCFDSPWTTRALSEVSGEDSEEKDNRKNNMNRSNTIQSGPEDSLVNSQSLKSIPEKFVVDKSTAGALDKKEGEQAKALFEKVKKFRLHVEEGDILYAMYVRQTVLKVIKFLIIIAYNSALVSKVQFTVDCNVDIQDM.... Result: 0 (no interaction). (9) The miRNA is hsa-miR-4524a-3p with sequence UGAGACAGGCUUAUGCUGCUAU. The protein sequence of the target gene is MNRSFHKSQTLRFYDCSAVEVKSKFGAEFRRFSLDRHKPGKFEDFYKLVVHTHHISNSDVTIGYADVHGDLLPINNDDNFCKAVSSANPLLRVFIQKREEAERGSLGAGSLCRRRRALGALRDEGPRRRAHLDIGLPRDFRPVSSIIDVDLVPETHRRVRLHRHGCEKPLGFYIRDGASVRVTPHGLEKVPGIFISRMVPGGLAESTGLLAVNDEVLEVNGIEVAGKTLDQVTDMMIANSHNLIVTVKPANQRNNVVRGGRALGSSGPPSDGTAGFVGPPAPRVLQNFHPDEAESDEDND.... Result: 1 (interaction). (10) The miRNA is hsa-miR-302d-3p with sequence UAAGUGCUUCCAUGUUUGAGUGU. The protein sequence of the target gene is MAAAAAAGAASGLPGPVAQGLKEALVDTLTGILSPVQEVRAAAEEQIKVLEVTEEFGVHLAELTVDPQGALAIRQLASVILKQYVETHWCAQSEKFRPPETTERAKIVIRELLPNGLRESISKVRSSVAYAVSAIAHWDWPEAWPQLFNLLMEMLVSGDLNAVHGAMRVLTEFTREVTDTQMPLVAPVILPEMYKIFTMAEVYGIRTRSRAVEIFTTCAHMICNMEELEKGAAKVLIFPVVQQFTEAFVQALQIPDGPTSDSGFKMEVLKAVTALVKNFPKHMVSSMQQILPIVWNTLTE.... Result: 1 (interaction).